This data is from Peptide-MHC class II binding affinity with 134,281 pairs from IEDB. The task is: Regression. Given a peptide amino acid sequence and an MHC pseudo amino acid sequence, predict their binding affinity value. This is MHC class II binding data. (1) The peptide sequence is QKLMEDINVGFKAAV. The MHC is HLA-DPA10201-DPB10101 with pseudo-sequence HLA-DPA10201-DPB10101. The binding affinity (normalized) is 0.384. (2) The peptide sequence is ENCGTRGPSLRTTTV. The MHC is DRB1_0101 with pseudo-sequence DRB1_0101. The binding affinity (normalized) is 0.239. (3) The peptide sequence is GKLYSILKIQSPLFT. The MHC is DRB1_1501 with pseudo-sequence DRB1_1501. The binding affinity (normalized) is 0.614. (4) The peptide sequence is VRKVCYNAVLTHVKI. The MHC is HLA-DQA10201-DQB10301 with pseudo-sequence HLA-DQA10201-DQB10301. The binding affinity (normalized) is 0.351. (5) The peptide sequence is AAGTYVAADAAAASS. The MHC is DRB1_0301 with pseudo-sequence DRB1_0301. The binding affinity (normalized) is 0.200. (6) The peptide sequence is TVFGSAFQGLFGGLNKK. The MHC is DRB1_1101 with pseudo-sequence DRB1_1101. The binding affinity (normalized) is 0.898.